This data is from Forward reaction prediction with 1.9M reactions from USPTO patents (1976-2016). The task is: Predict the product of the given reaction. (1) Given the reactants [N:1]1([C:5]([C:7]2[CH:12]=[CH:11][C:10]([C:13]3[N:17]([C:18]4[CH:23]=[CH:22][CH:21]=[CH:20][C:19]=4[Cl:24])[N:16]=[C:15](C(OC)=O)[CH:14]=3)=[CH:9][CH:8]=2)=[O:6])[CH2:4][CH2:3][CH2:2]1.[CH3:29][Mg]Br.CC[O:34][CH2:35][CH3:36], predict the reaction product. The product is: [N:1]1([C:5]([C:7]2[CH:8]=[CH:9][C:10]([C:13]3[N:17]([C:18]4[CH:23]=[CH:22][CH:21]=[CH:20][C:19]=4[Cl:24])[N:16]=[C:15]([C:35]([OH:34])([CH3:36])[CH3:29])[CH:14]=3)=[CH:11][CH:12]=2)=[O:6])[CH2:2][CH2:3][CH2:4]1. (2) Given the reactants [CH3:1][O:2][C:3](=[O:26])[C:4]1[CH:9]=[CH:8][C:7]([CH2:10][NH:11][CH:12]=[O:13])=[N:6][C:5]=1[NH:14][C:15]1[CH:20]=[CH:19][C:18]([Si](C)(C)C)=[CH:17][C:16]=1[F:25].[I:27]Cl, predict the reaction product. The product is: [CH3:1][O:2][C:3](=[O:26])[C:4]1[CH:9]=[CH:8][C:7]([CH2:10][NH:11][CH:12]=[O:13])=[N:6][C:5]=1[NH:14][C:15]1[CH:20]=[CH:19][C:18]([I:27])=[CH:17][C:16]=1[F:25]. (3) Given the reactants [C:1]1(N=C=O)[CH:6]=[CH:5][CH:4]=[C:3]([N:7]=[C:8]=[O:9])[CH:2]=1.C1(CN=C=O)C=CC=C(CN=C=O)C=1.C1(N=C=O)C=CC(N=C=O)=CC=1.[N-]=C=O.[N-]=C=O.C1(C)C=CC=C(C)C=1.C1C(CC2C=CC(N=C=O)=CC=2)=CC=C(N=C=O)C=1, predict the reaction product. The product is: [NH:7]([CH:8]=[O:9])[C:3]1[CH:4]=[CH:5][CH:6]=[CH:1][CH:2]=1. (4) Given the reactants [Cl:1][C:2]1[C:10]([C:11]([F:14])([F:13])[F:12])=[CH:9][CH:8]=[CH:7][C:3]=1[C:4](Cl)=[O:5].CCN(C(C)C)C(C)C.[NH:24](C(OC(C)(C)C)=O)[NH2:25].Cl, predict the reaction product. The product is: [Cl:1][C:2]1[C:10]([C:11]([F:14])([F:13])[F:12])=[CH:9][CH:8]=[CH:7][C:3]=1[C:4]([NH:24][NH2:25])=[O:5].